This data is from Reaction yield outcomes from USPTO patents with 853,638 reactions. The task is: Predict the reaction yield, written as a fraction of the theoretical maximum amount of product (1.0 means a 100% yield; for example, 0.34 means a 34% yield). (1) The reactants are [CH:1]([N:4]1[C:10](=[O:11])[CH2:9][CH2:8][CH2:7][C:6]2[CH:12]=[C:13]([N+:16]([O-])=O)[CH:14]=[CH:15][C:5]1=2)([CH3:3])[CH3:2].Cl[C:20]1[N:25]=[C:24]([NH:26][CH:27]2[CH:32]3[CH2:33][CH:29]([CH:30]=[CH:31]3)[CH:28]2[C:34]([NH2:36])=[O:35])[C:23]([Cl:37])=[CH:22][N:21]=1. No catalyst specified. The product is [Cl:37][C:23]1[C:24]([NH:26][CH:27]2[CH:32]3[CH2:33][CH:29]([CH:30]=[CH:31]3)[CH:28]2[C:34]([NH2:36])=[O:35])=[N:25][C:20]([NH:16][C:13]2[CH:14]=[CH:15][C:5]3[N:4]([CH:1]([CH3:3])[CH3:2])[C:10](=[O:11])[CH2:9][CH2:8][CH2:7][C:6]=3[CH:12]=2)=[N:21][CH:22]=1. The yield is 0.570. (2) The reactants are [NH2:1][C@H:2]1[CH2:7][CH2:6][C@H:5]([CH2:8][NH:9][C:10](=[O:16])[O:11][C:12]([CH3:15])([CH3:14])[CH3:13])[CH2:4][CH2:3]1.[CH:17]1[N:21]2[C:22]3[C:28]([CH:29]=O)=[CH:27][NH:26][C:23]=3[N:24]=[CH:25][C:20]2=[N:19][N:18]=1.C(O[BH-](OC(=O)C)OC(=O)C)(=O)C.[Na+].C([O-])(O)=O.[Na+].O. The catalyst is O.CN(C=O)C.C1COCC1. The product is [C:12]([O:11][C:10](=[O:16])[NH:9][CH2:8][C@H:5]1[CH2:6][CH2:7][C@H:2]([NH:1][CH2:29][C:28]2[C:22]3[N:21]4[CH:17]=[N:18][N:19]=[C:20]4[CH:25]=[N:24][C:23]=3[NH:26][CH:27]=2)[CH2:3][CH2:4]1)([CH3:13])([CH3:15])[CH3:14]. The yield is 0.530. (3) The reactants are C(N(C(C)C)CC)(C)C.[Li]CCCC.[Cl:15][C:16]1[CH:21]=[C:20]([Cl:22])[CH:19]=[CH:18][N:17]=1.[C:23](=[O:25])=[O:24]. The catalyst is C1COCC1.CCCCCC. The product is [Cl:15][C:16]1[N:17]=[CH:18][CH:19]=[C:20]([Cl:22])[C:21]=1[C:23]([OH:25])=[O:24]. The yield is 0.820. (4) The reactants are [Cl-].O[NH3+:3].[C:4](=[O:7])([O-])[OH:5].[Na+].CS(C)=O.[CH2:13]([C:17]1[N:18]=[C:19]([CH2:39][O:40][CH3:41])[NH:20][C:21](=[O:38])[C:22]=1[CH2:23][C:24]1[CH:29]=[CH:28][C:27]([C:30]2[C:31]([C:36]#[N:37])=[CH:32][CH:33]=[CH:34][CH:35]=2)=[CH:26][CH:25]=1)[CH2:14][CH2:15][CH3:16]. The catalyst is C(OCC)(=O)C. The product is [CH2:13]([C:17]1[N:18]=[C:19]([CH2:39][O:40][CH3:41])[NH:20][C:21](=[O:38])[C:22]=1[CH2:23][C:24]1[CH:29]=[CH:28][C:27]([C:30]2[CH:35]=[CH:34][CH:33]=[CH:32][C:31]=2[C:36]2[NH:3][C:4](=[O:7])[O:5][N:37]=2)=[CH:26][CH:25]=1)[CH2:14][CH2:15][CH3:16]. The yield is 0.470. (5) The reactants are [CH2:1]([N:5]1[C:9](=[O:10])[C:8](Cl)=[C:7]([C:12]2[CH:17]=[CH:16][CH:15]=[CH:14][CH:13]=2)[S:6]1(=[O:19])=[O:18])[CH2:2][CH2:3][CH3:4].Cl.O[C:22]1[CH:28]=[CH:27][C:25]([NH2:26])=[CH:24][CH:23]=1.CN(C=[O:33])C. No catalyst specified. The product is [CH2:1]([N:5]1[C:9](=[O:10])[C:8]([NH:26][C:25]2[CH:27]=[CH:28][CH:22]=[CH:23][C:24]=2[OH:33])=[C:7]([C:12]2[CH:17]=[CH:16][CH:15]=[CH:14][CH:13]=2)[S:6]1(=[O:19])=[O:18])[CH2:2][CH2:3][CH3:4]. The yield is 0.570. (6) The reactants are [N:1]1[CH:6]=[CH:5][CH:4]=[C:3]2[C:7](=O)[NH:8][C:9](=O)[C:2]=12.BrC1C=C2C(=CC=1)CNC2.CN(C(ON1N=NC2C=CC=NC1=2)=[N+](C)C)C.F[P-](F)(F)(F)(F)F.[NH2:46][C@H:47]([CH2:59][C:60]1[CH:65]=[CH:64][C:63]([Cl:66])=[CH:62][C:61]=1[Cl:67])[C:48](N1CC2C=NC=NC=2C1)=[O:49]. No catalyst specified. The product is [NH2:46][C@H:47]([CH2:59][C:60]1[CH:65]=[CH:64][C:63]([Cl:66])=[CH:62][C:61]=1[Cl:67])[C:48]([N:8]1[CH2:7][C:3]2[C:2](=[N:1][CH:6]=[CH:5][CH:4]=2)[CH2:9]1)=[O:49]. The yield is 0.540. (7) The reactants are Br[C:2]1[CH:11]=[CH:10][C:9]2[C:4](=[CH:5][CH:6]=[CH:7][CH:8]=2)[CH:3]=1.C([Li])CCC.[CH:17]1[C:26]2[C:21](=[CH:22][CH:23]=[CH:24][CH:25]=2)[CH:20]=[CH:19][C:18]=1[C:27]1[CH:40]=[CH:39][C:38]2[C:37](=O)[C:36]3[C:31](=[CH:32][CH:33]=[CH:34][CH:35]=3)[CH2:30][C:29]=2[CH:28]=1.Cl. The catalyst is C1COCC1.CCCCCC. The product is [CH:17]1[C:26]2[C:21](=[CH:22][CH:23]=[CH:24][CH:25]=2)[CH:20]=[CH:19][C:18]=1[C:27]1[CH:40]=[CH:39][C:38]2[C:29](=[CH:30][C:31]3[C:36]([C:37]=2[C:2]2[CH:11]=[CH:10][C:9]4[C:4](=[CH:5][CH:6]=[CH:7][CH:8]=4)[CH:3]=2)=[CH:35][CH:34]=[CH:33][CH:32]=3)[CH:28]=1. The yield is 0.320. (8) The reactants are CN(C=O)C.CCO[CH2:9][CH3:10].[K+].[Br-:12].[Br-].BrCC[C:17]1[C:30]2[C:21](=[NH+:22][CH:23]=[C:24]3[C:29]=2[CH:28]=[CH:27][CH:26]=[CH:25]3)[CH:20]=[CH:19][CH:18]=1. The catalyst is C(OCC)(=O)C. The product is [Br:12][CH2:24][CH2:23][N:22]1[CH2:9][C:10]2[C:29](=[CH:28][CH:27]=[CH:26][CH:25]=2)[C:30]2[CH:17]=[CH:18][CH:19]=[CH:20][C:21]1=2. The yield is 0.500.